Predict the reactants needed to synthesize the given product. From a dataset of Full USPTO retrosynthesis dataset with 1.9M reactions from patents (1976-2016). (1) Given the product [C:12]([C:10]1[CH:11]=[C:7]([NH:6][C:5]([NH:50][C@@H:43]2[C:44]3[C:49](=[CH:48][CH:47]=[CH:46][CH:45]=3)[C@H:40]([O:39][C:36]3[CH:37]=[CH:38][C:33]4[N:34]([C:30]([C:24]5[C:23]([Cl:22])=[CH:28][CH:27]=[CH:26][C:25]=5[Cl:29])=[N:31][N:32]=4)[CH:35]=3)[CH2:41][CH2:42]2)=[O:19])[N:8]([CH2:16][CH2:17][OH:18])[N:9]=1)([CH3:13])([CH3:14])[CH3:15], predict the reactants needed to synthesize it. The reactants are: ClC(Cl)(Cl)CO[C:5](=[O:19])[NH:6][C:7]1[N:8]([CH2:16][CH2:17][OH:18])[N:9]=[C:10]([C:12]([CH3:15])([CH3:14])[CH3:13])[CH:11]=1.[Cl:22][C:23]1[CH:28]=[CH:27][CH:26]=[C:25]([Cl:29])[C:24]=1[C:30]1[N:34]2[CH:35]=[C:36]([O:39][C@H:40]3[C:49]4[C:44](=[CH:45][CH:46]=[CH:47][CH:48]=4)[C@@H:43]([NH2:50])[CH2:42][CH2:41]3)[CH:37]=[CH:38][C:33]2=[N:32][N:31]=1.CCN(C(C)C)C(C)C. (2) Given the product [C:28]([Si:25]([CH3:27])([CH3:26])[O:16][CH:3]([CH2:4][C:5]1[CH:10]=[CH:9][C:8]([O:11][C:12]([F:13])([F:14])[F:15])=[CH:7][CH:6]=1)[C:2]([F:17])([F:18])[F:1])([CH3:31])([CH3:30])[CH3:29], predict the reactants needed to synthesize it. The reactants are: [F:1][C:2]([F:18])([F:17])[CH:3]([OH:16])[CH2:4][C:5]1[CH:10]=[CH:9][C:8]([O:11][C:12]([F:15])([F:14])[F:13])=[CH:7][CH:6]=1.FC(F)(F)S(O[Si:25]([C:28]([CH3:31])([CH3:30])[CH3:29])([CH3:27])[CH3:26])(=O)=O.CC1C=CC=C(C)N=1.C(=O)([O-])O.[Na+]. (3) The reactants are: [O:1]=[C:2]1[CH2:6][C:5]2([CH2:11][CH2:10][N:9](C(OC(C)(C)C)=O)[CH2:8][CH2:7]2)[CH2:4][NH:3]1.[ClH:19]. Given the product [ClH:19].[CH2:4]1[C:5]2([CH2:7][CH2:8][NH:9][CH2:10][CH2:11]2)[CH2:6][C:2](=[O:1])[NH:3]1, predict the reactants needed to synthesize it. (4) Given the product [N:4]1([CH2:13][CH2:14][NH2:15])[C:8]2[CH:9]=[CH:10][CH:11]=[CH:12][C:7]=2[N:6]=[CH:5]1, predict the reactants needed to synthesize it. The reactants are: O.NN.[N:4]1([CH2:13][CH2:14][N:15]2C(=O)C3C(=CC=CC=3)C2=O)[C:8]2[CH:9]=[CH:10][CH:11]=[CH:12][C:7]=2[N:6]=[CH:5]1. (5) Given the product [CH:1]1([CH2:4][O:5][C:6]2[N:11]=[C:10]([C:12]([N:25]3[CH2:26][C:23]([F:27])([F:22])[CH2:24]3)=[O:14])[CH:9]=[CH:8][C:7]=2[N:15]2[CH2:18][C:17]([F:20])([F:19])[CH2:16]2)[CH2:2][CH2:3]1, predict the reactants needed to synthesize it. The reactants are: [CH:1]1([CH2:4][O:5][C:6]2[N:11]=[C:10]([C:12]([OH:14])=O)[CH:9]=[CH:8][C:7]=2[N:15]2[CH2:18][C:17]([F:20])([F:19])[CH2:16]2)[CH2:3][CH2:2]1.Cl.[F:22][C:23]1([F:27])[CH2:26][NH:25][CH2:24]1.CN(C(ON1N=NC2C=CC=CC1=2)=[N+](C)C)C.[B-](F)(F)(F)F.CCN(C(C)C)C(C)C.